Dataset: Forward reaction prediction with 1.9M reactions from USPTO patents (1976-2016). Task: Predict the product of the given reaction. (1) Given the reactants [CH2:1]([N:4]([S:27]([CH2:30][C:31]1[CH:36]=[CH:35][CH:34]=[CH:33][CH:32]=1)(=[O:29])=[O:28])[C:5]([CH:7]1[CH2:12][CH2:11][N:10]([C:13]2[NH:18][C:17](=[O:19])[C:16]([C:20]([O:22][CH2:23][CH3:24])=[O:21])=[CH:15][C:14]=2[C:25]#[N:26])[CH2:9][CH2:8]1)=[O:6])[CH:2]=[CH2:3].[C:37](OC(=O)C)(=[O:39])[CH3:38], predict the reaction product. The product is: [C:37]([O:19][C:17]1[N:18]=[C:13]([N:10]2[CH2:11][CH2:12][CH:7]([C:5](=[O:6])[N:4]([CH2:1][CH:2]=[CH2:3])[S:27]([CH2:30][C:31]3[CH:32]=[CH:33][CH:34]=[CH:35][CH:36]=3)(=[O:29])=[O:28])[CH2:8][CH2:9]2)[C:14]([C:25]#[N:26])=[CH:15][C:16]=1[C:20]([O:22][CH2:23][CH3:24])=[O:21])(=[O:39])[CH3:38]. (2) Given the reactants [CH2:1]([O:8][C:9]1[N:17]=[CH:16][CH:15]=[CH:14][C:10]=1[C:11]([OH:13])=O)[C:2]1[CH:7]=[CH:6][CH:5]=[CH:4][CH:3]=1.F[P-](F)(F)(F)(F)F.N1(OC(N(C)C)=[N+](C)C)C2C=CC=CC=2N=N1.C(N(C(C)C)C(C)C)C.[CH:51]1[C:63]2[CH:62]([CH2:64][O:65][C:66](=[O:83])[NH:67][C:68]3[CH:73]=[CH:72][C:71]([NH2:74])=[C:70]([O:75][CH2:76][C:77]4[CH:82]=[CH:81][CH:80]=[CH:79][CH:78]=4)[CH:69]=3)[C:61]3[C:56](=[CH:57][CH:58]=[CH:59][CH:60]=3)[C:55]=2[CH:54]=[CH:53][CH:52]=1, predict the reaction product. The product is: [CH:51]1[C:63]2[CH:62]([CH2:64][O:65][C:66](=[O:83])[NH:67][C:68]3[CH:73]=[CH:72][C:71]([NH:74][C:11]([C:10]4[C:9]([O:8][CH2:1][C:2]5[CH:3]=[CH:4][CH:5]=[CH:6][CH:7]=5)=[N:17][CH:16]=[CH:15][CH:14]=4)=[O:13])=[C:70]([O:75][CH2:76][C:77]4[CH:78]=[CH:79][CH:80]=[CH:81][CH:82]=4)[CH:69]=3)[C:61]3[C:56](=[CH:57][CH:58]=[CH:59][CH:60]=3)[C:55]=2[CH:54]=[CH:53][CH:52]=1. (3) Given the reactants [C:1]([O:4][CH2:5][CH2:6][O:7][C:8]1[C:12]([C:13]2[CH:18]=[CH:17][C:16]([CH3:19])=[CH:15][CH:14]=2)=[C:11]([NH2:20])[N:10]([CH2:21][CH2:22][O:23][Si:24]([C:27]([CH3:30])([CH3:29])[CH3:28])([CH3:26])[CH3:25])[N:9]=1)(=[O:3])[CH3:2].[C:31]([C:35]1[CH:40]=[CH:39][C:38]([S:41](Cl)(=[O:43])=[O:42])=[CH:37][CH:36]=1)([CH3:34])([CH3:33])[CH3:32].[S:45](Cl)(Cl)(=[O:47])=[O:46].N1C[C:58]2[C:53](=[CH:54]C=CC=2)[CH2:52][C@H]1C(O)=O.C(OCC)(=O)C.[CH3:69][CH2:70][CH2:71][CH2:72][CH2:73][CH3:74], predict the reaction product. The product is: [C:1]([O:4][CH2:5][CH2:6][O:7][C:8]1[C:12]([C:13]2[CH:18]=[CH:17][C:16]([CH3:19])=[CH:15][CH:14]=2)=[C:11]([N:20]([S:45]([C:71]2[CH:70]=[CH:69][C:74]([C:53]([CH3:58])([CH3:54])[CH3:52])=[CH:73][CH:72]=2)(=[O:47])=[O:46])[S:41]([C:38]2[CH:39]=[CH:40][C:35]([C:31]([CH3:34])([CH3:33])[CH3:32])=[CH:36][CH:37]=2)(=[O:43])=[O:42])[N:10]([CH2:21][CH2:22][O:23][Si:24]([C:27]([CH3:30])([CH3:29])[CH3:28])([CH3:25])[CH3:26])[N:9]=1)(=[O:3])[CH3:2]. (4) Given the reactants [C:1]([O:5][C:6]([N:8]1[CH2:22][CH2:21][C:11]2[N:12]([CH3:20])[C:13]3[CH:14]=[C:15](Br)[CH:16]=[CH:17][C:18]=3[C:10]=2[CH2:9]1)=[O:7])([CH3:4])([CH3:3])[CH3:2].[CH3:23][O:24][C:25]1[CH:30]=[CH:29][C:28]([C:31]2[CH:36]=[CH:35][NH:34][C:33](=[O:37])[CH:32]=2)=[C:27]([CH3:38])[CH:26]=1.C([O-])([O-])=O.[Cs+].[Cs+].OC1C=CC=C2C=1N=CC=C2, predict the reaction product. The product is: [CH3:23][O:24][C:25]1[CH:30]=[CH:29][C:28]([C:31]2[CH:36]=[CH:35][N:34]([C:15]3[CH:16]=[CH:17][C:18]4[C:10]5[CH2:9][N:8]([C:6]([O:5][C:1]([CH3:4])([CH3:3])[CH3:2])=[O:7])[CH2:22][CH2:21][C:11]=5[N:12]([CH3:20])[C:13]=4[CH:14]=3)[C:33](=[O:37])[CH:32]=2)=[C:27]([CH3:38])[CH:26]=1. (5) Given the reactants [Cl:1][C:2]1[CH:3]=[CH:4][C:5]([C@:8]([C:21]2[CH:26]=[C:25]([C:27]([F:30])([F:29])[F:28])[CH:24]=[C:23]([F:31])[CH:22]=2)([NH:14][S@@:15]([C:17]([CH3:20])([CH3:19])[CH3:18])=[O:16])[CH2:9][C:10]([O:12]C)=O)=[N:6][CH:7]=1.[NH3:32], predict the reaction product. The product is: [Cl:1][C:2]1[CH:3]=[CH:4][C:5]([C@:8]([C:21]2[CH:26]=[C:25]([C:27]([F:30])([F:29])[F:28])[CH:24]=[C:23]([F:31])[CH:22]=2)([NH:14][S@@:15]([C:17]([CH3:18])([CH3:19])[CH3:20])=[O:16])[CH2:9][C:10]([NH2:32])=[O:12])=[N:6][CH:7]=1.